From a dataset of Reaction yield outcomes from USPTO patents with 853,638 reactions. Predict the reaction yield, written as a fraction of the theoretical maximum amount of product (1.0 means a 100% yield; for example, 0.34 means a 34% yield). (1) The reactants are [Cl:1][C:2]1[CH:7]=[CH:6][N:5]=[CH:4][CH:3]=1.O.[NH2:9][NH2:10]. The catalyst is C(O)CC. The product is [ClH:1].[NH:9]([C:2]1[CH:7]=[CH:6][N:5]=[CH:4][CH:3]=1)[NH2:10]. The yield is 0.720. (2) The reactants are [Cl:1][C:2]1[CH:7]=[CH:6][CH:5]=[CH:4][C:3]=1[C:8]1[CH:9]=[C:10]2[C:14]3=[C:15]([CH2:17][CH2:18][N:13]3[C@@H:12]3[CH2:19][CH2:20][N:21](C(OC(C)(C)C)=O)[CH2:22][C@H:11]23)[CH:16]=1.[OH-].[Na+]. The catalyst is C(O)(C(F)(F)F)=O.C(Cl)Cl. The product is [Cl:1][C:2]1[CH:7]=[CH:6][CH:5]=[CH:4][C:3]=1[C:8]1[CH:9]=[C:10]2[C:14]3=[C:15]([CH2:17][CH2:18][N:13]3[C@@H:12]3[CH2:19][CH2:20][NH:21][CH2:22][C@H:11]23)[CH:16]=1. The yield is 0.860. (3) The catalyst is O1CCCC1.C(OCC)(=O)C. The product is [CH3:25][C:20]1([CH3:26])[C:21]([CH3:24])([CH3:23])[O:22][B:18]([C:2]2[C:10]3[O:9][C:8]([F:12])([F:11])[O:7][C:6]=3[C:5]([F:13])=[CH:4][CH:3]=2)[O:19]1. The yield is 0.980. The reactants are Br[C:2]1[C:10]2[O:9][C:8]([F:12])([F:11])[O:7][C:6]=2[C:5]([F:13])=[CH:4][CH:3]=1.C(O[B:18]1[O:22][C:21]([CH3:24])([CH3:23])[C:20]([CH3:26])([CH3:25])[O:19]1)(C)C.[NH4+].[Cl-].Cl. (4) The reactants are [CH3:1][C:2]1[CH:3]=[C:4]([C:9]2[N:10]=[C:11]([NH2:20])[S:12][C:13]=2[C:14]2[CH:19]=[CH:18][N:17]=[CH:16][CH:15]=2)[CH:5]=[C:6]([CH3:8])[CH:7]=1.[C:21](Cl)(=[O:23])[CH3:22].C(=O)([O-])O.[Na+]. The catalyst is CN(C)C1C=CN=CC=1.CN(C)C(=O)C. The product is [CH3:1][C:2]1[CH:3]=[C:4]([C:9]2[N:10]=[C:11]([NH:20][C:21](=[O:23])[CH3:22])[S:12][C:13]=2[C:14]2[CH:19]=[CH:18][N:17]=[CH:16][CH:15]=2)[CH:5]=[C:6]([CH3:8])[CH:7]=1. The yield is 0.290. (5) The reactants are [C:1](Cl)(=[O:8])[C:2]1[CH:7]=[CH:6][CH:5]=[CH:4][CH:3]=1.[N:10]([C@@H:13]1[C@@H:20]([CH3:21])[O:19][C@H:16]([O:17][CH3:18])[C@@H:15]([OH:22])[C@H:14]1[O:23][CH2:24][C:25]1[CH:30]=[CH:29][CH:28]=[CH:27][CH:26]=1)=[N+:11]=[N-:12].CO. The catalyst is N1C=CC=CC=1.CN(C1C=CN=CC=1)C.C(Cl)Cl. The product is [N:10]([C@@H:13]1[C@@H:20]([CH3:21])[O:19][C@H:16]([O:17][CH3:18])[C@@H:15]([O:22][C:1](=[O:8])[C:2]2[CH:7]=[CH:6][CH:5]=[CH:4][CH:3]=2)[C@H:14]1[O:23][CH2:24][C:25]1[CH:30]=[CH:29][CH:28]=[CH:27][CH:26]=1)=[N+:11]=[N-:12]. The yield is 0.860. (6) The reactants are [F:1][C:2]1[C:7]([F:8])=[CH:6][CH:5]=[CH:4][C:3]=1[C:9]1[CH:14]=[CH:13][CH:12]=[C:11]([N:15]2[CH2:20][CH2:19][NH:18][CH2:17][CH2:16]2)[CH:10]=1.[C:21]1([N:27]=[C:28]=[O:29])[CH:26]=[CH:25][CH:24]=[CH:23][CH:22]=1. No catalyst specified. The product is [F:1][C:2]1[C:7]([F:8])=[CH:6][CH:5]=[CH:4][C:3]=1[C:9]1[CH:14]=[CH:13][CH:12]=[C:11]([N:15]2[CH2:16][CH2:17][N:18]([C:28]([NH:27][C:21]3[CH:26]=[CH:25][CH:24]=[CH:23][CH:22]=3)=[O:29])[CH2:19][CH2:20]2)[CH:10]=1. The yield is 0.580. (7) The reactants are Br[C:2]1[CH:7]=[C:6]([CH3:8])[C:5]([Br:9])=[CH:4][N:3]=1.[Cu][C:11]#[N:12].[C-]#N.[Na+].O. The catalyst is CN(C=O)C. The product is [Br:9][C:5]1[C:6]([CH3:8])=[CH:7][C:2]([C:11]#[N:12])=[N:3][CH:4]=1. The yield is 0.424. (8) The reactants are [N:1]1[CH:6]=[CH:5][CH:4]=[C:3]([C:7]2[CH:14]=[CH:13][CH:12]=[CH:11][C:8]=2[CH:9]=[O:10])[CH:2]=1.[BH4-].[Na+].Cl. The product is [N:1]1[CH:6]=[CH:5][CH:4]=[C:3]([C:7]2[CH:14]=[CH:13][CH:12]=[CH:11][C:8]=2[CH2:9][OH:10])[CH:2]=1. The catalyst is CO. The yield is 0.940.